From a dataset of Reaction yield outcomes from USPTO patents with 853,638 reactions. Predict the reaction yield, written as a fraction of the theoretical maximum amount of product (1.0 means a 100% yield; for example, 0.34 means a 34% yield). (1) The reactants are [OH:1][C:2]1[CH:11]=[C:10]2[C:5]([C:6]3[CH:16]=[CH:15][C:14]([N+:17]([O-])=O)=[CH:13][C:7]=3[C:8](=[O:12])[O:9]2)=[CH:4][CH:3]=1. The catalyst is CO.[Pd]. The product is [NH2:17][C:14]1[CH:15]=[CH:16][C:6]2[C:5]3[C:10](=[CH:11][C:2]([OH:1])=[CH:3][CH:4]=3)[O:9][C:8](=[O:12])[C:7]=2[CH:13]=1. The yield is 0.960. (2) The yield is 0.210. The product is [Cl:1][C:2]1[CH:7]=[CH:6][CH:5]=[C:4]([Cl:8])[C:3]=1[C:9]([NH:11][C:12]1[CH:33]=[CH:32][C:15]([CH2:16][C@@H:17]([C:29]([OH:31])=[O:30])[NH:18][C:19]([C:21]2([CH2:26][CH2:27][NH:28][C:36](=[O:37])[C:35]([F:46])([F:45])[F:34])[CH2:25][CH2:24][CH2:23][CH2:22]2)=[O:20])=[CH:14][CH:13]=1)=[O:10]. The catalyst is CN(C=O)C. The reactants are [Cl:1][C:2]1[CH:7]=[CH:6][CH:5]=[C:4]([Cl:8])[C:3]=1[C:9]([NH:11][C:12]1[CH:33]=[CH:32][C:15]([CH2:16][C@@H:17]([C:29]([OH:31])=[O:30])[NH:18][C:19]([C:21]2([CH2:26][CH2:27][NH2:28])[CH2:25][CH2:24][CH2:23][CH2:22]2)=[O:20])=[CH:14][CH:13]=1)=[O:10].[F:34][C:35]([F:46])([F:45])[C:36](O[C:36](=[O:37])[C:35]([F:46])([F:45])[F:34])=[O:37].